This data is from Forward reaction prediction with 1.9M reactions from USPTO patents (1976-2016). The task is: Predict the product of the given reaction. Given the reactants [C:1]([O:20][CH2:21][CH2:22][C:23]([OH:25])=[O:24])([C:14]1[CH:19]=[CH:18][CH:17]=[CH:16][CH:15]=1)([C:8]1[CH:13]=[CH:12][CH:11]=[CH:10][CH:9]=1)[C:2]1[CH:7]=[CH:6][CH:5]=[CH:4][CH:3]=1.C(Cl)CCl.[Cl:30][C:31]1[CH:32]=[N+:33]([O-:56])[CH:34]=[C:35]([Cl:55])[C:36]=1[CH2:37][C@@H:38]([C:40]1[CH:45]=[CH:44][C:43]([O:46][CH:47]([F:49])[F:48])=[C:42]([O:50][CH2:51][CH:52]2[CH2:54][CH2:53]2)[CH:41]=1)O, predict the reaction product. The product is: [Cl:30][C:31]1[CH:32]=[N+:33]([O-:56])[CH:34]=[C:35]([Cl:55])[C:36]=1[CH2:37][C@@H:38]([C:40]1[CH:45]=[CH:44][C:43]([O:46][CH:47]([F:49])[F:48])=[C:42]([O:50][CH2:51][CH:52]2[CH2:54][CH2:53]2)[CH:41]=1)[O:24][C:23](=[O:25])[CH2:22][CH2:21][O:20][C:1]([C:8]1[CH:13]=[CH:12][CH:11]=[CH:10][CH:9]=1)([C:14]1[CH:15]=[CH:16][CH:17]=[CH:18][CH:19]=1)[C:2]1[CH:3]=[CH:4][CH:5]=[CH:6][CH:7]=1.